Predict which catalyst facilitates the given reaction. From a dataset of Catalyst prediction with 721,799 reactions and 888 catalyst types from USPTO. (1) Reactant: [Si:1]([O:8][C:9]1[CH:10]=[C:11]2[C:15](=[CH:16][CH:17]=1)[NH:14][N:13]=[C:12]2[I:18])([C:4]([CH3:7])([CH3:6])[CH3:5])([CH3:3])[CH3:2].O([C:21](C)(C)C)[K].CI.O. Product: [Si:1]([O:8][C:9]1[CH:10]=[C:11]2[C:15](=[CH:16][CH:17]=1)[N:14]([CH3:21])[N:13]=[C:12]2[I:18])([C:4]([CH3:7])([CH3:5])[CH3:6])([CH3:3])[CH3:2]. The catalyst class is: 1. (2) Reactant: [CH3:1][S:2](Cl)(=[O:4])=[O:3].[Cl:6][C:7]1[CH:17]=[CH:16][C:10]([CH2:11][O:12][CH2:13][CH2:14][OH:15])=[CH:9][CH:8]=1.C(N(C(C)C)CC)(C)C.O. Product: [Cl:6][C:7]1[CH:8]=[CH:9][C:10]([CH2:11][O:12][CH2:13][CH2:14][O:15][S:2]([CH3:1])(=[O:4])=[O:3])=[CH:16][CH:17]=1. The catalyst class is: 2. (3) Reactant: [NH2:1][C:2]1[C:3]([C:8]([NH:10][C@H:11]([C:13]2[CH:18]=[CH:17][C:16]([F:19])=[C:15]([F:20])[CH:14]=2)[CH3:12])=[O:9])=[N:4][CH:5]=[CH:6][N:7]=1.C1C(=O)N([Br:28])C(=O)C1. Product: [NH2:1][C:2]1[C:3]([C:8]([NH:10][C@H:11]([C:13]2[CH:18]=[CH:17][C:16]([F:19])=[C:15]([F:20])[CH:14]=2)[CH3:12])=[O:9])=[N:4][C:5]([Br:28])=[CH:6][N:7]=1. The catalyst class is: 31. (4) Reactant: [CH2:1]([N:8]1[C:16]2[C:11](=[CH:12][C:13]([F:20])=[C:14]([N+:17]([O-:19])=[O:18])[CH:15]=2)[C:10]([C:21]([O:23]CC)=[O:22])=[C:9]1[CH:26]([CH3:28])[CH3:27])[C:2]1[CH:7]=[CH:6][CH:5]=[CH:4][CH:3]=1.[OH-].[Na+]. Product: [CH2:1]([N:8]1[C:16]2[C:11](=[CH:12][C:13]([F:20])=[C:14]([N+:17]([O-:19])=[O:18])[CH:15]=2)[C:10]([C:21]([OH:23])=[O:22])=[C:9]1[CH:26]([CH3:28])[CH3:27])[C:2]1[CH:3]=[CH:4][CH:5]=[CH:6][CH:7]=1. The catalyst class is: 351.